This data is from NCI-60 drug combinations with 297,098 pairs across 59 cell lines. The task is: Regression. Given two drug SMILES strings and cell line genomic features, predict the synergy score measuring deviation from expected non-interaction effect. Drug 1: CCN(CC)CCNC(=O)C1=C(NC(=C1C)C=C2C3=C(C=CC(=C3)F)NC2=O)C. Drug 2: C(CCl)NC(=O)N(CCCl)N=O. Cell line: BT-549. Synergy scores: CSS=-0.134, Synergy_ZIP=-0.752, Synergy_Bliss=-0.950, Synergy_Loewe=-1.30, Synergy_HSA=-1.76.